Dataset: Peptide-MHC class I binding affinity with 185,985 pairs from IEDB/IMGT. Task: Regression. Given a peptide amino acid sequence and an MHC pseudo amino acid sequence, predict their binding affinity value. This is MHC class I binding data. (1) The binding affinity (normalized) is 0. The peptide sequence is AYIDNYNKV. The MHC is HLA-A11:01 with pseudo-sequence HLA-A11:01. (2) The peptide sequence is EPHQLCETI. The MHC is HLA-B53:01 with pseudo-sequence HLA-B53:01. The binding affinity (normalized) is 0.212. (3) The binding affinity (normalized) is 0.0847. The MHC is HLA-A69:01 with pseudo-sequence HLA-A69:01. The peptide sequence is LSDDAVVCY. (4) The binding affinity (normalized) is 0.197. The MHC is HLA-B45:01 with pseudo-sequence HLA-B45:01. The peptide sequence is DEILLDGGAS. (5) The peptide sequence is KLMSGKDVFY. The MHC is HLA-A03:01 with pseudo-sequence HLA-A03:01. The binding affinity (normalized) is 0.744. (6) The peptide sequence is YVFCTVNAL. The MHC is HLA-A68:02 with pseudo-sequence HLA-A68:02. The binding affinity (normalized) is 0.957. (7) The peptide sequence is VSPLAVTWW. The MHC is HLA-A26:01 with pseudo-sequence HLA-A26:01. The binding affinity (normalized) is 0.0847. (8) The peptide sequence is INTLESMMK. The MHC is HLA-A02:06 with pseudo-sequence HLA-A02:06. The binding affinity (normalized) is 0.0847. (9) The peptide sequence is SSKNQTWQIE. The MHC is HLA-A32:01 with pseudo-sequence HLA-A32:01. The binding affinity (normalized) is 0.0422.